Dataset: Forward reaction prediction with 1.9M reactions from USPTO patents (1976-2016). Task: Predict the product of the given reaction. (1) Given the reactants [CH3:1][C:2]1[N:10]=[CH:9][CH:8]=[CH:7][C:3]=1[C:4]([OH:6])=[O:5].I[CH2:12][CH2:13][CH2:14][C:15]1[CH:20]=[CH:19][CH:18]=[CH:17][CH:16]=1, predict the reaction product. The product is: [C:15]1([CH2:14][CH2:13][CH2:12][CH2:1][C:2]2[N:10]=[CH:9][CH:8]=[CH:7][C:3]=2[C:4]([OH:6])=[O:5])[CH:20]=[CH:19][CH:18]=[CH:17][CH:16]=1. (2) Given the reactants [F:1][C:2]1[CH:7]=[CH:6][C:5]([C:8]2[CH:13]=[CH:12][CH:11]=[C:10]([S:14](Cl)(=[O:16])=[O:15])[CH:9]=2)=[CH:4][CH:3]=1.[CH3:18][NH:19][C:20]1[CH:25]=[CH:24][C:23]([N+:26]([O-:28])=[O:27])=[CH:22][CH:21]=1.N1C=CC=CC=1, predict the reaction product. The product is: [CH3:18][N:19]([C:20]1[CH:21]=[CH:22][C:23]([N+:26]([O-:28])=[O:27])=[CH:24][CH:25]=1)[S:14]([C:10]1[CH:9]=[C:8]([C:5]2[CH:6]=[CH:7][C:2]([F:1])=[CH:3][CH:4]=2)[CH:13]=[CH:12][CH:11]=1)(=[O:16])=[O:15]. (3) Given the reactants [NH2:1][CH2:2][CH2:3][O:4][C:5]1[CH:33]=[C:32]([O:34][CH3:35])[CH:31]=[CH:30][C:6]=1[C:7]([NH:9][C:10]1[CH:26]=[C:25]([N+:27]([O-:29])=[O:28])[CH:24]=[CH:23][C:11]=1[C:12]([NH:14][C:15]1[CH:20]=[CH:19][C:18]([O:21][CH3:22])=[CH:17][CH:16]=1)=[O:13])=[O:8].[S:36]1[CH:40]=[CH:39][CH:38]=[C:37]1[C:41](O)=[O:42], predict the reaction product. The product is: [CH3:35][O:34][C:32]1[CH:31]=[CH:30][C:6]([C:7]([NH:9][C:10]2[CH:26]=[C:25]([N+:27]([O-:29])=[O:28])[CH:24]=[CH:23][C:11]=2[C:12]([NH:14][C:15]2[CH:20]=[CH:19][C:18]([O:21][CH3:22])=[CH:17][CH:16]=2)=[O:13])=[O:8])=[C:5]([O:4][CH2:3][CH2:2][NH:1][C:41]([C:37]2[S:36][CH:40]=[CH:39][CH:38]=2)=[O:42])[CH:33]=1. (4) Given the reactants [O:1]=[C:2]1[C:7]([CH2:8][C:9]2[CH:14]=[CH:13][C:12]([C:15]3[C:16]([C:21]#[N:22])=[CH:17][CH:18]=[CH:19][CH:20]=3)=[CH:11][CH:10]=2)=[C:6]([CH2:23][CH2:24][CH3:25])[N:5]2[N:26]=[CH:27][N:28]=[C:4]2[N:3]1[CH:29]1[CH2:42][CH2:41][C:32]2([O:36][C:35]([CH3:38])([CH3:37])[C:34]([CH3:40])([CH3:39])[O:33]2)[CH2:31][CH2:30]1.C([Sn](=O)CCCC)CCC.[N:53]([Si](C)(C)C)=[N+:54]=[N-:55].C1(C)C=CC=CC=1, predict the reaction product. The product is: [CH2:23]([C:6]1[N:5]2[N:26]=[CH:27][N:28]=[C:4]2[N:3]([CH:29]2[CH2:42][CH2:41][C:32]3([O:36][C:35]([CH3:38])([CH3:37])[C:34]([CH3:40])([CH3:39])[O:33]3)[CH2:31][CH2:30]2)[C:2](=[O:1])[C:7]=1[CH2:8][C:9]1[CH:10]=[CH:11][C:12]([C:15]2[CH:20]=[CH:19][CH:18]=[CH:17][C:16]=2[C:21]2[NH:55][N:54]=[N:53][N:22]=2)=[CH:13][CH:14]=1)[CH2:24][CH3:25]. (5) Given the reactants [CH2:1]([C:4]1[CH:5]=[N:6][C:7]([N:10]2[CH2:15][CH2:14][CH:13]([O:16][C:17]3[CH:22]=[CH:21][NH:20][C:19](=[O:23])[CH:18]=3)[CH2:12][CH2:11]2)=[N:8][CH:9]=1)[CH2:2][CH3:3].C(C1[CH:27]=[N:28]C(N2CCC(OC3C=CNC(=O)C=3)CC2)=NC=1)C.[F:46][C:47]1[CH:52]=[CH:51][C:50](S(C)(=O)=O)=[CH:49][C:48]=1[F:57], predict the reaction product. The product is: [F:46][C:47]1[C:48]([F:57])=[C:49]([N:20]2[CH:21]=[CH:22][C:17]([O:16][CH:13]3[CH2:14][CH2:15][N:10]([C:7]4[N:8]=[CH:9][C:4]([CH2:1][CH2:2][CH3:3])=[CH:5][N:6]=4)[CH2:11][CH2:12]3)=[CH:18][C:19]2=[O:23])[CH:50]=[CH:51][C:52]=1[C:27]#[N:28]. (6) The product is: [C:11]([O:15][C:16]([NH:1][C:2]([CH3:8])([CH3:7])[CH2:3][C:4]([OH:6])=[O:5])=[O:17])([CH3:14])([CH3:13])[CH3:12]. Given the reactants [NH2:1][C:2]([CH3:8])([CH3:7])[CH2:3][C:4]([OH:6])=[O:5].[OH-].[Na+].[C:11]([O:15][C:16](O[C:16]([O:15][C:11]([CH3:14])([CH3:13])[CH3:12])=[O:17])=[O:17])([CH3:14])([CH3:13])[CH3:12], predict the reaction product.